This data is from Forward reaction prediction with 1.9M reactions from USPTO patents (1976-2016). The task is: Predict the product of the given reaction. (1) Given the reactants NC1[S:6][C:5]2[CH:7]=[C:8](C#N)[CH:9]=[CH:10][C:4]=2C=1NC1C=CC(F)=C(Cl)C=1.[Br:22]C1C=C(S)C=CC=1.[CH2:30]([O:32][CH:33]([O:36][CH2:37][CH3:38])[CH2:34]Br)[CH3:31].[H-].[Na+].C(=O)([O-])[O-].[K+].[K+].CC(C)([O-])C.[Na+].CC(C)([O-])C.[K+], predict the reaction product. The product is: [Br:22][C:9]1[CH:8]=[CH:7][C:5]([S:6][CH2:34][CH:33]([O:36][CH2:37][CH3:38])[O:32][CH2:30][CH3:31])=[CH:4][CH:10]=1. (2) Given the reactants [CH3:1][O:2][CH:3]([O:23][CH3:24])[C:4]1[C:13]([CH2:14][N:15]2[CH2:20][CH2:19][N:18]([CH3:21])[CH2:17][C:16]2=[O:22])=[CH:12][C:11]2[CH2:10][CH2:9][CH2:8][NH:7][C:6]=2[N:5]=1.C1([O:31][C:32](=O)[NH:33][C:34]2[CH:39]=[C:38]([O:40][CH:41]([CH3:43])[CH3:42])[C:37]([C:44]#[N:45])=[CH:36][N:35]=2)C=CC=CC=1, predict the reaction product. The product is: [C:44]([C:37]1[C:38]([O:40][CH:41]([CH3:43])[CH3:42])=[CH:39][C:34]([NH:33][C:32]([N:7]2[C:6]3[C:11](=[CH:12][C:13]([CH2:14][N:15]4[CH2:20][CH2:19][N:18]([CH3:21])[CH2:17][C:16]4=[O:22])=[C:4]([CH:3]([O:23][CH3:24])[O:2][CH3:1])[N:5]=3)[CH2:10][CH2:9][CH2:8]2)=[O:31])=[N:35][CH:36]=1)#[N:45]. (3) Given the reactants [CH:1]([O:4][C:5]1[CH:10]=[CH:9][C:8]([C:11]2[N:15]=[C:14]([C:16]3[CH:29]=[CH:28][C:19]([O:20][C@H:21]([CH3:27])[C:22](OCC)=[O:23])=[CH:18][CH:17]=3)[O:13][N:12]=2)=[CH:7][C:6]=1[C:30]([F:33])([F:32])[F:31])([CH3:3])[CH3:2].[H-].[Al+3].[Li+].[H-].[H-].[H-].CCOC(C)=O.CCCCCCC.CC(OI1(OC(C)=O)(OC(C)=O)OC(=O)C2C=CC=CC1=2)=O, predict the reaction product. The product is: [CH:1]([O:4][C:5]1[CH:10]=[CH:9][C:8]([C:11]2[N:15]=[C:14]([C:16]3[CH:17]=[CH:18][C:19]([O:20][C@H:21]([CH3:27])[CH:22]=[O:23])=[CH:28][CH:29]=3)[O:13][N:12]=2)=[CH:7][C:6]=1[C:30]([F:31])([F:32])[F:33])([CH3:2])[CH3:3]. (4) The product is: [Cl:12][C:13]1[C:18]([C:19]2([F:23])[CH2:22][CH2:21][CH2:20]2)=[CH:17][CH:16]=[C:15]([CH3:24])[N+:14]=1[O-:6]. Given the reactants ClC1C=C(C=CC=1)C(OO)=[O:6].[Cl:12][C:13]1[C:18]([C:19]2([F:23])[CH2:22][CH2:21][CH2:20]2)=[CH:17][CH:16]=[C:15]([CH3:24])[N:14]=1.[O-]S([O-])(=S)=O.[Na+].[Na+], predict the reaction product. (5) Given the reactants [NH2:1][C:2]1[CH:10]=[CH:9][C:8]([CH3:11])=[C:7]2[C:3]=1[CH:4]=[C:5]([CH3:29])[N:6]2[CH2:12][C:13]1[CH:14]=[CH:15][C:16]([OH:28])=[C:17]([C:19]([C:21]2[CH:26]=[CH:25][C:24]([F:27])=[CH:23][CH:22]=2)=[O:20])[CH:18]=1.[C:30](OCC)(=[O:36])[C:31]([O:33][CH2:34][CH3:35])=[O:32], predict the reaction product. The product is: [F:27][C:24]1[CH:23]=[CH:22][C:21]([C:19]([C:17]2[CH:18]=[C:13]([CH:14]=[CH:15][C:16]=2[OH:28])[CH2:12][N:6]2[C:7]3[C:3](=[C:2]([NH:1][C:30](=[O:36])[C:31]([O:33][CH2:34][CH3:35])=[O:32])[CH:10]=[CH:9][C:8]=3[CH3:11])[CH:4]=[C:5]2[CH3:29])=[O:20])=[CH:26][CH:25]=1. (6) Given the reactants [C:1]([N:8]1[CH2:12][CH2:11][C@H:10]([NH:13][CH3:14])[CH2:9]1)([O:3][C:4]([CH3:7])([CH3:6])[CH3:5])=[O:2].Cl[C:16]([O:18][C:19]1[CH:24]=[CH:23][C:22]([N+:25]([O-:27])=[O:26])=[CH:21][CH:20]=1)=[O:17], predict the reaction product. The product is: [N+:25]([C:22]1[CH:23]=[CH:24][C:19]([O:18][C:16](=[O:17])[N:13]([C@H:10]2[CH2:11][CH2:12][N:8]([C:1]([O:3][C:4]([CH3:7])([CH3:6])[CH3:5])=[O:2])[CH2:9]2)[CH3:14])=[CH:20][CH:21]=1)([O-:27])=[O:26]. (7) Given the reactants [OH-].[Na+].C[O:4][C:5](=[O:26])[CH2:6][CH2:7][C:8]([N:10]1[CH2:15][CH2:14][C:13]2[S:16][CH:17]=[CH:18][C:12]=2[CH:11]1[C:19]1[CH:24]=[CH:23][C:22]([Cl:25])=[CH:21][CH:20]=1)=[O:9], predict the reaction product. The product is: [Cl:25][C:22]1[CH:23]=[CH:24][C:19]([CH:11]2[C:12]3[CH:18]=[CH:17][S:16][C:13]=3[CH2:14][CH2:15][N:10]2[C:8](=[O:9])[CH2:7][CH2:6][C:5]([OH:26])=[O:4])=[CH:20][CH:21]=1. (8) Given the reactants CS[C:3]1[C@@:8]([O:14][C:15]2[CH:20]=[C:19]([F:21])[C:18]([F:22])=[C:17]([F:23])[CH:16]=2)([C:9]([O:11][CH2:12][CH3:13])=[O:10])[CH2:7][CH2:6][CH2:5][N:4]=1.[CH3:24][O:25][C:26]1[CH:27]=[C:28]([CH:33]=[CH:34][C:35]=1[C:36]1[O:40][C:39]([CH3:41])=[N:38][CH:37]=1)[C:29]([NH:31][NH2:32])=O.C(O)(=O)C, predict the reaction product. The product is: [CH3:24][O:25][C:26]1[CH:27]=[C:28]([C:29]2[N:4]3[CH2:5][CH2:6][CH2:7][C@:8]([O:14][C:15]4[CH:20]=[C:19]([F:21])[C:18]([F:22])=[C:17]([F:23])[CH:16]=4)([C:9]([O:11][CH2:12][CH3:13])=[O:10])[C:3]3=[N:32][N:31]=2)[CH:33]=[CH:34][C:35]=1[C:36]1[O:40][C:39]([CH3:41])=[N:38][CH:37]=1. (9) Given the reactants [C:1](=[O:12])(OC(Cl)(Cl)Cl)OC(Cl)(Cl)Cl.[N:13]1([CH2:19][CH2:20][NH2:21])[CH2:18][CH2:17][O:16][CH2:15][CH2:14]1.[C@H:22]1([NH:31][C:32]2[CH:41]=[CH:40][C:39]3[C:34](=[CH:35][CH:36]=[C:37]([NH2:42])[CH:38]=3)[N:33]=2)[C:30]2[C:25](=[CH:26][CH:27]=[CH:28][CH:29]=2)[CH2:24][CH2:23]1, predict the reaction product. The product is: [C@H:22]1([NH:31][C:32]2[CH:41]=[CH:40][C:39]3[C:34](=[CH:35][CH:36]=[C:37]([NH:42][C:1]([NH:21][CH2:20][CH2:19][N:13]4[CH2:18][CH2:17][O:16][CH2:15][CH2:14]4)=[O:12])[CH:38]=3)[N:33]=2)[C:30]2[C:25](=[CH:26][CH:27]=[CH:28][CH:29]=2)[CH2:24][CH2:23]1.